Dataset: Catalyst prediction with 721,799 reactions and 888 catalyst types from USPTO. Task: Predict which catalyst facilitates the given reaction. (1) Reactant: C([O:5][C:6]([C:8]1[C:9]([C:14]2[CH:19]=[CH:18][C:17]([CH2:20][N:21]([CH2:28][CH2:29][NH:30]C(OC(C)(C)C)=O)[C:22](=[O:27])[CH2:23][CH2:24][CH2:25][CH3:26])=[CH:16][CH:15]=2)=[CH:10][CH:11]=[CH:12][CH:13]=1)=[O:7])(C)(C)C.Cl. Product: [NH2:30][CH2:29][CH2:28][N:21]([CH2:20][C:17]1[CH:16]=[CH:15][C:14]([C:9]2[C:8]([C:6]([OH:7])=[O:5])=[CH:13][CH:12]=[CH:11][CH:10]=2)=[CH:19][CH:18]=1)[C:22](=[O:27])[CH2:23][CH2:24][CH2:25][CH3:26]. The catalyst class is: 12. (2) Reactant: CCN(C(C)C)C(C)C.[CH2:10]([N:12]1[CH:17]=[C:16]([C:18]2[CH:23]=[CH:22][CH:21]=[CH:20][CH:19]=2)[C:15](=[O:24])[C:14]([C:25]([OH:27])=O)=[CH:13]1)[CH3:11].CCOC(C(C#N)=NOC(N1CCOCC1)=[N+](C)C)=O.F[P-](F)(F)(F)(F)F.[NH2:55][C:56]1[CH:61]=[CH:60][C:59]([C:62]2[C:63]([NH2:84])=[N:64][CH:65]=[C:66]([C:68]3[CH:73]=[CH:72][C:71]([O:74][CH2:75][C@H:76]4[CH2:81][O:80][CH2:79][CH2:78][O:77]4)=[C:70]([O:82][CH3:83])[CH:69]=3)[CH:67]=2)=[CH:58][CH:57]=1. Product: [NH2:84][C:63]1[C:62]([C:59]2[CH:58]=[CH:57][C:56]([NH:55][C:25]([C:14]3[C:15](=[O:24])[C:16]([C:18]4[CH:19]=[CH:20][CH:21]=[CH:22][CH:23]=4)=[CH:17][N:12]([CH2:10][CH3:11])[CH:13]=3)=[O:27])=[CH:61][CH:60]=2)=[CH:67][C:66]([C:68]2[CH:73]=[CH:72][C:71]([O:74][CH2:75][C@H:76]3[CH2:81][O:80][CH2:79][CH2:78][O:77]3)=[C:70]([O:82][CH3:83])[CH:69]=2)=[CH:65][N:64]=1. The catalyst class is: 18. (3) Reactant: [CH2:1]([C:4]1[CH:25]=[CH:24][C:7]([NH:8][C:9]2[C:21]([F:22])=[C:20]([F:23])[CH:19]=[CH:18][C:10]=2[C:11]([NH:13][O:14][CH2:15][CH2:16][OH:17])=[O:12])=[C:6]([F:26])[CH:5]=1)[CH:2]=[CH2:3]. Product: [F:22][C:21]1[C:9]([NH:8][C:7]2[CH:24]=[CH:25][C:4]([CH2:1][CH2:2][CH3:3])=[CH:5][C:6]=2[F:26])=[C:10]([CH:18]=[CH:19][C:20]=1[F:23])[C:11]([NH:13][O:14][CH2:15][CH2:16][OH:17])=[O:12]. The catalyst class is: 50. (4) Reactant: [CH:1]1([C@H:4]([C:25]2[CH:30]=[CH:29][CH:28]=[CH:27][C:26]=2[CH3:31])[O:5][CH2:6][C@H:7]([OH:24])[CH2:8][NH:9][C:10]([CH3:23])([CH3:22])[CH2:11][C:12]2[CH:21]=[CH:20][C:19]3[C:14](=[CH:15][CH:16]=[CH:17][CH:18]=3)[CH:13]=2)[CH2:3][CH2:2]1.N1C=CC=CC=1.[C:38]1(=[O:44])[O:43][C:41](=[O:42])[CH:40]=[CH:39]1. Product: [CH:1]1([C@H:4]([C:25]2[CH:30]=[CH:29][CH:28]=[CH:27][C:26]=2[CH3:31])[O:5][CH2:6][C@H:7]([O:24][C:38](=[O:44])/[CH:39]=[CH:40]\[C:41]([OH:43])=[O:42])[CH2:8][NH:9][C:10]([CH3:23])([CH3:22])[CH2:11][C:12]2[CH:21]=[CH:20][C:19]3[C:14](=[CH:15][CH:16]=[CH:17][CH:18]=3)[CH:13]=2)[CH2:2][CH2:3]1. The catalyst class is: 22.